Task: Predict the reaction yield, written as a fraction of the theoretical maximum amount of product (1.0 means a 100% yield; for example, 0.34 means a 34% yield).. Dataset: Reaction yield outcomes from USPTO patents with 853,638 reactions The reactants are [O:1]=[C:2]1[CH:10]([C:11]2[C:16]3=[C:17]([CH3:23])[C:18]([C:20](O)=[O:21])=[CH:19][N:15]3[N:14]=[CH:13][N:12]=2)[C:9]2[C:4](=[CH:5][CH:6]=[CH:7][CH:8]=2)[NH:3]1.C1CN([P+](Br)(N2CCCC2)N2CCCC2)CC1.F[P-](F)(F)(F)(F)F.C(N(C(C)C)CC)(C)C.[NH2:57][CH2:58][CH2:59][CH2:60][N:61]1[CH2:65][CH2:64][CH2:63][CH2:62]1.Cl. The catalyst is CN(C=O)C.ClCCl. The product is [O:1]=[C:2]1[CH:10]([C:11]2[C:16]3=[C:17]([CH3:23])[C:18]([C:20]([NH:57][CH2:58][CH2:59][CH2:60][N:61]4[CH2:65][CH2:64][CH2:63][CH2:62]4)=[O:21])=[CH:19][N:15]3[N:14]=[CH:13][N:12]=2)[C:9]2[C:4](=[CH:5][CH:6]=[CH:7][CH:8]=2)[NH:3]1. The yield is 0.340.